From a dataset of Full USPTO retrosynthesis dataset with 1.9M reactions from patents (1976-2016). Predict the reactants needed to synthesize the given product. The reactants are: [H-].[Na+].[C:3]([O:7][CH3:8])(=[O:6])[CH2:4]O.[C:9]([O:13][CH3:14])(=O)[CH:10]=C.CC[O:17]CC. Given the product [O:17]=[C:10]1[CH2:9][O:13][CH2:14][CH:4]1[C:3]([O:7][CH3:8])=[O:6], predict the reactants needed to synthesize it.